Dataset: Forward reaction prediction with 1.9M reactions from USPTO patents (1976-2016). Task: Predict the product of the given reaction. (1) Given the reactants [CH2:1]([O:8][C:9]([NH:11][C:12](=[N:45][C:46]([O:48][CH2:49][C:50]1[CH:55]=[CH:54][CH:53]=[CH:52][CH:51]=1)=[O:47])[N:13]1[CH2:18][CH2:17][CH2:16][CH:15]([C:19]([NH:21][C:22]2[C:23]([NH:32][C:33](=[O:44])[C:34]3[CH:39]=[CH:38][C:37]([C:40]([CH3:43])([CH3:42])[CH3:41])=[CH:36][CH:35]=3)=[CH:24][C:25]([C:28]([O:30]C)=[O:29])=[CH:26][CH:27]=2)=[O:20])[CH2:14]1)=[O:10])[C:2]1[CH:7]=[CH:6][CH:5]=[CH:4][CH:3]=1.CO.O1CCOCC1.[OH-].[Na+], predict the reaction product. The product is: [CH2:49]([O:48][C:46]([NH:45][C:12](=[N:11][C:9]([O:8][CH2:1][C:2]1[CH:3]=[CH:4][CH:5]=[CH:6][CH:7]=1)=[O:10])[N:13]1[CH2:18][CH2:17][CH2:16][CH:15]([C:19]([NH:21][C:22]2[C:23]([NH:32][C:33](=[O:44])[C:34]3[CH:35]=[CH:36][C:37]([C:40]([CH3:43])([CH3:42])[CH3:41])=[CH:38][CH:39]=3)=[CH:24][C:25]([C:28]([OH:30])=[O:29])=[CH:26][CH:27]=2)=[O:20])[CH2:14]1)=[O:47])[C:50]1[CH:55]=[CH:54][CH:53]=[CH:52][CH:51]=1. (2) Given the reactants [Cl:1][C:2]1[N:7]=[C:6](Cl)[C:5]([F:9])=[CH:4][N:3]=1.N#N.[CH3:12][O:13][C:14]([C:16]1[CH:17]=[C:18]([CH:20]=[CH:21][C:22]=1[O:23][CH3:24])[NH2:19])=[O:15].Cl, predict the reaction product. The product is: [Cl:1][C:2]1[N:7]=[C:6]([NH:19][C:18]2[CH:20]=[CH:21][C:22]([O:23][CH3:24])=[C:16]([C:14]([O:13][CH3:12])=[O:15])[CH:17]=2)[C:5]([F:9])=[CH:4][N:3]=1.